This data is from NCI-60 drug combinations with 297,098 pairs across 59 cell lines. The task is: Regression. Given two drug SMILES strings and cell line genomic features, predict the synergy score measuring deviation from expected non-interaction effect. (1) Drug 1: CN(CC1=CN=C2C(=N1)C(=NC(=N2)N)N)C3=CC=C(C=C3)C(=O)NC(CCC(=O)O)C(=O)O. Drug 2: C1C(C(OC1N2C=NC(=NC2=O)N)CO)O. Cell line: HCT116. Synergy scores: CSS=85.7, Synergy_ZIP=6.45, Synergy_Bliss=4.87, Synergy_Loewe=-4.41, Synergy_HSA=4.54. (2) Drug 2: CN(C)C1=NC(=NC(=N1)N(C)C)N(C)C. Synergy scores: CSS=0.619, Synergy_ZIP=6.16, Synergy_Bliss=2.69, Synergy_Loewe=0.133, Synergy_HSA=0.456. Drug 1: CC1C(C(CC(O1)OC2CC(CC3=C2C(=C4C(=C3O)C(=O)C5=C(C4=O)C(=CC=C5)OC)O)(C(=O)CO)O)N)O.Cl. Cell line: RXF 393. (3) Drug 1: C1CC(C1)(C(=O)O)C(=O)O.[NH2-].[NH2-].[Pt+2]. Drug 2: C1=CC=C(C(=C1)C(C2=CC=C(C=C2)Cl)C(Cl)Cl)Cl. Cell line: HS 578T. Synergy scores: CSS=0.685, Synergy_ZIP=1.82, Synergy_Bliss=3.44, Synergy_Loewe=-0.468, Synergy_HSA=-0.0778. (4) Drug 1: CC1=C(C=C(C=C1)NC2=NC=CC(=N2)N(C)C3=CC4=NN(C(=C4C=C3)C)C)S(=O)(=O)N.Cl. Drug 2: C1=C(C(=O)NC(=O)N1)N(CCCl)CCCl. Cell line: SR. Synergy scores: CSS=37.3, Synergy_ZIP=-3.26, Synergy_Bliss=-7.79, Synergy_Loewe=-9.28, Synergy_HSA=-6.05. (5) Drug 1: CCC1=CC2CC(C3=C(CN(C2)C1)C4=CC=CC=C4N3)(C5=C(C=C6C(=C5)C78CCN9C7C(C=CC9)(C(C(C8N6C)(C(=O)OC)O)OC(=O)C)CC)OC)C(=O)OC.C(C(C(=O)O)O)(C(=O)O)O. Drug 2: C1=CN(C=N1)CC(O)(P(=O)(O)O)P(=O)(O)O. Cell line: KM12. Synergy scores: CSS=23.1, Synergy_ZIP=-12.2, Synergy_Bliss=-24.2, Synergy_Loewe=-35.9, Synergy_HSA=-17.4. (6) Drug 1: CN1C(=O)N2C=NC(=C2N=N1)C(=O)N. Drug 2: C(CN)CNCCSP(=O)(O)O. Cell line: OVCAR-8. Synergy scores: CSS=-1.86, Synergy_ZIP=0.925, Synergy_Bliss=0.291, Synergy_Loewe=-1.17, Synergy_HSA=-1.46. (7) Drug 1: CC1=C2C(C(=O)C3(C(CC4C(C3C(C(C2(C)C)(CC1OC(=O)C(C(C5=CC=CC=C5)NC(=O)OC(C)(C)C)O)O)OC(=O)C6=CC=CC=C6)(CO4)OC(=O)C)OC)C)OC. Synergy scores: CSS=36.1, Synergy_ZIP=0.0327, Synergy_Bliss=1.91, Synergy_Loewe=-2.95, Synergy_HSA=3.93. Drug 2: C1CN(CCN1C(=O)CCBr)C(=O)CCBr. Cell line: A498. (8) Drug 1: C1C(C(OC1N2C=C(C(=O)NC2=O)F)CO)O. Drug 2: C1=CC=C(C(=C1)C(C2=CC=C(C=C2)Cl)C(Cl)Cl)Cl. Synergy scores: CSS=-0.244, Synergy_ZIP=-0.372, Synergy_Bliss=0.0202, Synergy_Loewe=-3.30, Synergy_HSA=-1.22. Cell line: NCI-H522. (9) Drug 1: CC1=C(C(=CC=C1)Cl)NC(=O)C2=CN=C(S2)NC3=CC(=NC(=N3)C)N4CCN(CC4)CCO. Drug 2: C(CN)CNCCSP(=O)(O)O. Cell line: KM12. Synergy scores: CSS=-8.27, Synergy_ZIP=6.32, Synergy_Bliss=5.55, Synergy_Loewe=-111, Synergy_HSA=-9.68. (10) Drug 1: CC1C(C(=O)NC(C(=O)N2CCCC2C(=O)N(CC(=O)N(C(C(=O)O1)C(C)C)C)C)C(C)C)NC(=O)C3=C4C(=C(C=C3)C)OC5=C(C(=O)C(=C(C5=N4)C(=O)NC6C(OC(=O)C(N(C(=O)CN(C(=O)C7CCCN7C(=O)C(NC6=O)C(C)C)C)C)C(C)C)C)N)C. Drug 2: C1=CC=C(C=C1)NC(=O)CCCCCCC(=O)NO. Cell line: RXF 393. Synergy scores: CSS=6.00, Synergy_ZIP=-0.521, Synergy_Bliss=4.05, Synergy_Loewe=0.992, Synergy_HSA=2.17.